From a dataset of Merck oncology drug combination screen with 23,052 pairs across 39 cell lines. Regression. Given two drug SMILES strings and cell line genomic features, predict the synergy score measuring deviation from expected non-interaction effect. (1) Drug 1: O=S1(=O)NC2(CN1CC(F)(F)F)C1CCC2Cc2cc(C=CCN3CCC(C(F)(F)F)CC3)ccc2C1. Drug 2: N.N.O=C(O)C1(C(=O)O)CCC1.[Pt]. Cell line: DLD1. Synergy scores: synergy=-7.68. (2) Drug 1: CS(=O)(=O)CCNCc1ccc(-c2ccc3ncnc(Nc4ccc(OCc5cccc(F)c5)c(Cl)c4)c3c2)o1. Drug 2: COC1=C2CC(C)CC(OC)C(O)C(C)C=C(C)C(OC(N)=O)C(OC)C=CC=C(C)C(=O)NC(=CC1=O)C2=O. Cell line: MSTO. Synergy scores: synergy=0.354. (3) Drug 1: N#Cc1ccc(Cn2cncc2CN2CCN(c3cccc(Cl)c3)C(=O)C2)cc1. Drug 2: NC1CCCCC1N.O=C(O)C(=O)O.[Pt+2]. Cell line: NCIH2122. Synergy scores: synergy=7.85. (4) Drug 1: CC(=O)OC1C(=O)C2(C)C(O)CC3OCC3(OC(C)=O)C2C(OC(=O)c2ccccc2)C2(O)CC(OC(=O)C(O)C(NC(=O)c3ccccc3)c3ccccc3)C(C)=C1C2(C)C. Drug 2: Cn1c(=O)n(-c2ccc(C(C)(C)C#N)cc2)c2c3cc(-c4cnc5ccccc5c4)ccc3ncc21. Cell line: CAOV3. Synergy scores: synergy=-15.3.